Task: Regression. Given a peptide amino acid sequence and an MHC pseudo amino acid sequence, predict their binding affinity value. This is MHC class I binding data.. Dataset: Peptide-MHC class I binding affinity with 185,985 pairs from IEDB/IMGT (1) The peptide sequence is VAMSLTVGA. The MHC is HLA-A02:03 with pseudo-sequence HLA-A02:03. The binding affinity (normalized) is 0.567. (2) The peptide sequence is KGYGLGSGISLF. The MHC is Mamu-B3901 with pseudo-sequence Mamu-B3901. The binding affinity (normalized) is 1.00. (3) The peptide sequence is VPQTDAGVT. The MHC is HLA-A30:01 with pseudo-sequence HLA-A30:01. The binding affinity (normalized) is 0.225. (4) The peptide sequence is AHGWSTFYL. The MHC is HLA-B08:01 with pseudo-sequence HLA-B08:01. The binding affinity (normalized) is 0.0847. (5) The peptide sequence is FSDARLAKL. The MHC is HLA-A02:01 with pseudo-sequence HLA-A02:01. The binding affinity (normalized) is 0.0942. (6) The peptide sequence is TTLSRTSKK. The MHC is HLA-A11:01 with pseudo-sequence HLA-A11:01. The binding affinity (normalized) is 0.532. (7) The peptide sequence is WAQSGRRAL. The MHC is HLA-B07:02 with pseudo-sequence HLA-B07:02. The binding affinity (normalized) is 1.00.